The task is: Predict the reaction yield, written as a fraction of the theoretical maximum amount of product (1.0 means a 100% yield; for example, 0.34 means a 34% yield).. This data is from Reaction yield outcomes from USPTO patents with 853,638 reactions. (1) The reactants are [CH3:1][C:2]1[NH:3][CH:4]2[CH:9]=[CH:8][CH:7]=[CH:6][N:5]2[C:10]=1[C:11]([OH:13])=O.CN(C(ON1N=NC2C=CC=CC1=2)=[N+](C)C)C.F[P-](F)(F)(F)(F)F.[NH:38]1[CH:42]=[CH:41][N:40]=[C:39]1[NH:43][C:44]([C:46]1[C:54]2[NH:53][C:52]([NH2:55])=[N:51][C:50]=2[CH:49]=[CH:48][CH:47]=1)=[O:45]. The catalyst is CN(C=O)C.CCN(C(C)C)C(C)C.[Cl-].[Na+].O. The product is [NH:40]1[CH:41]=[CH:42][N:38]=[C:39]1[NH:43][C:44]([C:46]1[C:54]2[N:53]=[C:52]([NH:55][C:11]([C:10]3[N:5]4[CH:6]=[CH:7][CH:8]=[CH:9][C:4]4=[N:3][C:2]=3[CH3:1])=[O:13])[NH:51][C:50]=2[CH:49]=[CH:48][CH:47]=1)=[O:45]. The yield is 0.170. (2) The reactants are [CH2:1]([N:8]1[CH:13]([C:14]2[CH:19]=[CH:18][CH:17]=[CH:16][CH:15]=2)[CH2:12][C:11]([CH3:21])([CH3:20])[N:10]2[N:22]=[CH:23][C:24]([S:25]([CH2:28][C:29]3[CH:34]=[CH:33][C:32]([CH3:35])=[CH:31][CH:30]=3)(=[O:27])=[O:26])=[C:9]12)[C:2]1[CH:7]=[CH:6][CH:5]=[CH:4][CH:3]=1.[CH2:36]([Li])CCC.IC. The catalyst is C1COCC1. The product is [CH2:1]([N:8]1[CH:13]([C:14]2[CH:15]=[CH:16][CH:17]=[CH:18][CH:19]=2)[CH2:12][C:11]([CH3:21])([CH3:20])[N:10]2[N:22]=[CH:23][C:24]([S:25]([CH:28]([C:29]3[CH:34]=[CH:33][C:32]([CH3:35])=[CH:31][CH:30]=3)[CH3:36])(=[O:27])=[O:26])=[C:9]12)[C:2]1[CH:7]=[CH:6][CH:5]=[CH:4][CH:3]=1. The yield is 0.600. (3) The reactants are [CH2:1]([OH:6])[C:2]#[C:3][CH2:4]O.[C:7]1(P(C2C=CC=CC=2)C2C=CC=CC=2)C=CC=CC=1.N=[N+]=[N-].[N:29]([C:37]([O:39][CH:40]([CH3:42])[CH3:41])=[O:38])=[N:29][C:37]([O:39][CH:40]([CH3:42])[CH3:41])=[O:38].Cl.C(=O)([O-])[O-].[K+].[K+].C(OC(OC(C)(C)C)=O)(OC(C)(C)C)=O. The catalyst is O1CCCC1.[Cl-].[Na+].O.ClCCl.O. The product is [C:40]([O:39][C:37]([NH:29][CH2:4][C:3]#[C:2][CH2:1][OH:6])=[O:38])([CH3:42])([CH3:7])[CH3:41]. The yield is 0.500. (4) The reactants are [CH:1]([C:4]1[CH:10]=[CH:9][C:8]([CH3:11])=[CH:7][C:5]=1[NH2:6])([CH3:3])[CH3:2].C(=O)(O)[O-].[Na+].[Cl:17][CH2:18][C:19](Cl)=[O:20]. No catalyst specified. The product is [Cl:17][CH2:18][C:19]([NH:6][C:5]1[CH:7]=[C:8]([CH3:11])[CH:9]=[CH:10][C:4]=1[CH:1]([CH3:3])[CH3:2])=[O:20]. The yield is 0.660. (5) The reactants are [Br:1][C:2]1[N:3]=[C:4]2[CH:10]=[CH:9][NH:8][C:5]2=[N:6][CH:7]=1.[H-].[Na+].[CH3:13][Si:14]([CH2:17][CH2:18][O:19][CH2:20]Cl)([CH3:16])[CH3:15]. The catalyst is CN(C=O)C. The product is [Br:1][C:2]1[N:3]=[C:4]2[CH:10]=[CH:9][N:8]([CH2:20][O:19][CH2:18][CH2:17][Si:14]([CH3:16])([CH3:15])[CH3:13])[C:5]2=[N:6][CH:7]=1. The yield is 0.800. (6) The reactants are Cl[C:2]1[S:3][C:4]([C:7]([F:10])([F:9])[F:8])=[N:5][N:6]=1.NC[CH:13]1[CH2:18][CH2:17][N:16]([CH2:19][C:20]2[CH:25]=[CH:24][CH:23]=[CH:22][CH:21]=2)[CH2:15][CH2:14]1.C([N:29](C(C)C)CC)(C)C. The catalyst is C(#N)C.ClCCl. The product is [CH2:19]([N:16]1[CH2:17][CH2:18][CH:13]([NH:29][C:2]2[S:3][C:4]([C:7]([F:10])([F:9])[F:8])=[N:5][N:6]=2)[CH2:14][CH2:15]1)[C:20]1[CH:25]=[CH:24][CH:23]=[CH:22][CH:21]=1. The yield is 0.480.